Dataset: Full USPTO retrosynthesis dataset with 1.9M reactions from patents (1976-2016). Task: Predict the reactants needed to synthesize the given product. (1) Given the product [NH2:1][C:2]1[C:7]([C:8]#[N:9])=[C:6]([C:10]2[CH:15]=[CH:14][CH:13]=[CH:12][CH:11]=2)[C:5]([C:16]#[N:17])=[C:4]([S:18][CH2:20][C:21]2[N:22]=[C:23]([C:26]3[CH:31]=[CH:30][C:29]([Cl:32])=[CH:28][CH:27]=3)[S:24][CH:25]=2)[N:3]=1, predict the reactants needed to synthesize it. The reactants are: [NH2:1][C:2]1[C:7]([C:8]#[N:9])=[C:6]([C:10]2[CH:15]=[CH:14][CH:13]=[CH:12][CH:11]=2)[C:5]([C:16]#[N:17])=[C:4]([SH:18])[N:3]=1.Cl[CH2:20][C:21]1[N:22]=[C:23]([C:26]2[CH:31]=[CH:30][C:29]([Cl:32])=[CH:28][CH:27]=2)[S:24][CH:25]=1.C(=O)(O)[O-].[Na+].O. (2) The reactants are: [CH2:1]([O:3][C:4](=[O:33])[CH:5]([C:7]1[C:12]([F:13])=[CH:11][CH:10]=[C:9]([O:14][Si:15]([C:28]([CH3:31])([CH3:30])[CH3:29])([C:22]2[CH:27]=[CH:26][CH:25]=[CH:24][CH:23]=2)[C:16]2[CH:21]=[CH:20][CH:19]=[CH:18][CH:17]=2)[C:8]=1[F:32])[OH:6])[CH3:2].I[CH3:35]. Given the product [CH2:1]([O:3][C:4](=[O:33])[CH:5]([C:7]1[C:12]([F:13])=[CH:11][CH:10]=[C:9]([O:14][Si:15]([C:28]([CH3:29])([CH3:31])[CH3:30])([C:16]2[CH:21]=[CH:20][CH:19]=[CH:18][CH:17]=2)[C:22]2[CH:27]=[CH:26][CH:25]=[CH:24][CH:23]=2)[C:8]=1[F:32])[O:6][CH3:35])[CH3:2], predict the reactants needed to synthesize it. (3) Given the product [C:32]([C:2]1[CH:3]=[CH:4][C:5]([O:30][CH3:31])=[C:6]([C:8]([CH3:29])([CH3:28])[CH2:9][C:10]([OH:27])([C:23]([F:25])([F:26])[F:24])[CH2:11][N:12]2[C:21]3[C:16](=[CH:17][CH:18]=[CH:19][CH:20]=3)[C:15](=[O:22])[CH:14]=[CH:13]2)[CH:7]=1)(=[O:34])[CH3:33], predict the reactants needed to synthesize it. The reactants are: Br[C:2]1[CH:3]=[CH:4][C:5]([O:30][CH3:31])=[C:6]([C:8]([CH3:29])([CH3:28])[CH2:9][C:10]([OH:27])([C:23]([F:26])([F:25])[F:24])[CH2:11][N:12]2[C:21]3[C:16](=[CH:17][CH:18]=[CH:19][CH:20]=3)[C:15](=[O:22])[CH:14]=[CH:13]2)[CH:7]=1.[CH:32]([O:34]CCCC)=[CH2:33].C1(P(C2C=CC=CC=2)CCCP(C2C=CC=CC=2)C2C=CC=CC=2)C=CC=CC=1.C([O-])([O-])=O.[K+].[K+].Cl. (4) Given the product [Cl:29][C:6]1[CH:5]=[C:4]2[C:9]([CH:10]=[CH:11][C:2]([CH3:1])=[N:3]2)=[C:8]([N:12]2[CH2:17][CH2:16][N:15]([CH2:18][CH2:19][C:20]3[CH:25]=[CH:24][CH:23]=[C:22]([N+:26]([O-:28])=[O:27])[CH:21]=3)[CH2:14][CH2:13]2)[CH:7]=1, predict the reactants needed to synthesize it. The reactants are: [CH3:1][C:2]1[CH:11]=[CH:10][C:9]2[C:4](=[CH:5][CH:6]=[CH:7][C:8]=2[N:12]2[CH2:17][CH2:16][N:15]([CH2:18][CH2:19][C:20]3[CH:25]=[CH:24][CH:23]=[C:22]([N+:26]([O-:28])=[O:27])[CH:21]=3)[CH2:14][CH2:13]2)[N:3]=1.[Cl:29]C1C=C2C(C=CC(C)=N2)=C(N2CCNCC2)C=1.[N+](C1C=CC(S(OCCC2C=CC=C([N+]([O-])=O)C=2)(=O)=O)=CC=1)([O-])=O. (5) Given the product [NH2:36][CH2:35][CH2:34][CH2:33][O:32][C:31]1[CH:30]=[C:29]([C:28]#[C:27][C:10]2[C:9]([NH2:8])=[N:14][CH:13]=[C:12]([C:15]3[CH:16]=[CH:17][C:18]([S:21]([CH:24]([CH3:25])[CH3:26])(=[O:23])=[O:22])=[CH:19][CH:20]=3)[N:11]=2)[CH:46]=[CH:45][CH:44]=1, predict the reactants needed to synthesize it. The reactants are: C(O)(C(F)(F)F)=O.[NH2:8][C:9]1[C:10]([C:27]#[C:28][C:29]2[CH:30]=[C:31]([CH:44]=[CH:45][CH:46]=2)[O:32][CH2:33][CH2:34][CH2:35][NH:36]C(=O)OC(C)(C)C)=[N:11][C:12]([C:15]2[CH:20]=[CH:19][C:18]([S:21]([CH:24]([CH3:26])[CH3:25])(=[O:23])=[O:22])=[CH:17][CH:16]=2)=[CH:13][N:14]=1.